This data is from Peptide-MHC class II binding affinity with 134,281 pairs from IEDB. The task is: Regression. Given a peptide amino acid sequence and an MHC pseudo amino acid sequence, predict their binding affinity value. This is MHC class II binding data. (1) The binding affinity (normalized) is 0.176. The MHC is HLA-DQA10501-DQB10301 with pseudo-sequence HLA-DQA10501-DQB10301. The peptide sequence is MYRELLELVAADVES. (2) The peptide sequence is VAIKSLTERLYVGGPLTNSR. The MHC is DRB5_0101 with pseudo-sequence DRB5_0101. The binding affinity (normalized) is 0.277. (3) The peptide sequence is AFKVAATAANAAPQN. The MHC is DRB1_1001 with pseudo-sequence DRB1_1001. The binding affinity (normalized) is 0.867.